Dataset: Peptide-MHC class I binding affinity with 185,985 pairs from IEDB/IMGT. Task: Regression. Given a peptide amino acid sequence and an MHC pseudo amino acid sequence, predict their binding affinity value. This is MHC class I binding data. (1) The peptide sequence is RLWNGRRCR. The MHC is HLA-B40:01 with pseudo-sequence HLA-B40:01. The binding affinity (normalized) is 0.0847. (2) The peptide sequence is ALCKVTVPT. The MHC is HLA-A02:02 with pseudo-sequence HLA-A02:02. The binding affinity (normalized) is 0.566. (3) The peptide sequence is TTTESRCPTQ. The MHC is HLA-A30:01 with pseudo-sequence HLA-A30:01. The binding affinity (normalized) is 0.0510. (4) The peptide sequence is APRARTAAF. The MHC is HLA-C04:01 with pseudo-sequence HLA-C04:01. The binding affinity (normalized) is 0.213.